The task is: Regression/Classification. Given a drug SMILES string, predict its absorption, distribution, metabolism, or excretion properties. Task type varies by dataset: regression for continuous measurements (e.g., permeability, clearance, half-life) or binary classification for categorical outcomes (e.g., BBB penetration, CYP inhibition). Dataset: pgp_broccatelli.. This data is from P-glycoprotein inhibition data for predicting drug efflux from Broccatelli et al.. (1) The compound is Cc1noc(NS(=O)(=O)c2ccc(N)cc2)c1C. The result is 0 (non-inhibitor). (2) The molecule is COc1ccc([C@@](C#N)(CCCN)C(C)C)cc1OC. The result is 0 (non-inhibitor). (3) The compound is CCOC(=O)c1ncn2c1CN(C)C(=O)c1cc(F)ccc1-2. The result is 0 (non-inhibitor). (4) The molecule is COC(=O)/C=C/c1ccc(-c2nc(-c3ccc(N4CCCC4)cc3)c(-c3ccc(N4CCCC4)cc3)[nH]2)cc1. The result is 1 (inhibitor). (5) The result is 1 (inhibitor). The molecule is CC(=O)c1cc(C)ccc1OC[C@@H](O)CN1CCN(c2ccccc2C)CC1. (6) The drug is CCC1=C(C[C@H]2NCCc3cc(OC)c(OC)cc32)C[C@H]2c3cc(OC)c(OC)cc3CCN2C1. The result is 0 (non-inhibitor). (7) The drug is CN1CCN(C(=O)c2cc(S(=O)(=O)N(C)C)ccc2N)CC1. The result is 0 (non-inhibitor). (8) The compound is c1nc(N2CCOCC2)nc2c(N3CCOCC3)nc(N3CCOCC3)nc12. The result is 0 (non-inhibitor). (9) The molecule is CC(=O)c1ccc(C)cc1OC[C@H](O)CN1CCN(c2ccccc2C)CC1. The result is 1 (inhibitor). (10) The result is 0 (non-inhibitor). The compound is CC(=O)SC[C@@H](Cc1ccccc1)C(=O)NCC(=O)OCc1ccccc1.